This data is from Forward reaction prediction with 1.9M reactions from USPTO patents (1976-2016). The task is: Predict the product of the given reaction. (1) Given the reactants [F:1][C:2]1[CH:3]=[C:4]([O:9][C:10]2[CH:11]=[C:12]([CH:17]=[C:18]([OH:20])[CH:19]=2)[C:13]([O:15][CH3:16])=[O:14])[CH:5]=[C:6]([F:8])[CH:7]=1.[CH3:21][O:22][CH2:23][C@H:24](O)[CH3:25].C1(P(C2C=CC=CC=2)C2C=CC=CC=2)C=CC=CC=1.CC(OC(/N=N/C(OC(C)C)=O)=O)C, predict the reaction product. The product is: [F:1][C:2]1[CH:3]=[C:4]([O:9][C:10]2[CH:11]=[C:12]([CH:17]=[C:18]([O:20][C@@H:24]([CH3:25])[CH2:23][O:22][CH3:21])[CH:19]=2)[C:13]([O:15][CH3:16])=[O:14])[CH:5]=[C:6]([F:8])[CH:7]=1. (2) Given the reactants [NH2:1][C:2]1[CH:10]=[CH:9][C:5]([C:6]([OH:8])=O)=[CH:4][CH:3]=1.[CH:11]([NH2:14])([CH3:13])[CH3:12].CN(C(ON1N=NC2C=CC=CC1=2)=[N+](C)C)C.[B-](F)(F)(F)F, predict the reaction product. The product is: [NH2:1][C:2]1[CH:3]=[CH:4][C:5]([C:6]([NH:14][CH:11]([CH3:13])[CH3:12])=[O:8])=[CH:9][CH:10]=1. (3) Given the reactants [CH3:1][O:2][C:3]1[C:8]([O:9][CH3:10])=[C:7]([O:11][CH3:12])[CH:6]=[CH:5][C:4]=1[CH2:13][CH:14]([O:18][Si:19]([C:32]([CH3:35])([CH3:34])[CH3:33])([C:26]1[CH:31]=[CH:30][CH:29]=[CH:28][CH:27]=1)[C:20]1[CH:25]=[CH:24][CH:23]=[CH:22][CH:21]=1)[CH2:15][CH:16]=[CH2:17].B.C1C[O:40]CC1.O.O.C[N+]([O-])(C)C, predict the reaction product. The product is: [Si:19]([O:18][CH:14]([CH2:13][C:4]1[CH:5]=[CH:6][C:7]([O:11][CH3:12])=[C:8]([O:9][CH3:10])[C:3]=1[O:2][CH3:1])[CH2:15][CH2:16][CH2:17][OH:40])([C:32]([CH3:35])([CH3:34])[CH3:33])([C:26]1[CH:31]=[CH:30][CH:29]=[CH:28][CH:27]=1)[C:20]1[CH:25]=[CH:24][CH:23]=[CH:22][CH:21]=1. (4) Given the reactants Cl/[CH:2]=[CH:3]/[C:4]12[CH2:33][CH2:32][C@@H:31]([C:34]([CH3:36])=[CH2:35])[CH:5]1[CH:6]1[C@@:19]([CH3:22])([CH2:20][CH2:21]2)[C@@:18]2([CH3:23])[CH:9]([C@:10]3([CH3:30])[CH:15]([CH2:16][CH2:17]2)[C:14]([CH3:25])([CH3:24])[C@@H:13]([O:26]C(=O)C)[CH2:12][CH2:11]3)[CH2:8][CH2:7]1.C[Li], predict the reaction product. The product is: [C:3]([C:4]12[CH2:33][CH2:32][C@@H:31]([C:34]([CH3:36])=[CH2:35])[CH:5]1[CH:6]1[C@@:19]([CH3:22])([CH2:20][CH2:21]2)[C@@:18]2([CH3:23])[CH:9]([C@:10]3([CH3:30])[CH:15]([CH2:16][CH2:17]2)[C:14]([CH3:24])([CH3:25])[C@@H:13]([OH:26])[CH2:12][CH2:11]3)[CH2:8][CH2:7]1)#[CH:2]. (5) The product is: [Br:1][C:2]1[CH:3]=[C:4]2[C:9](=[CH:10][CH:11]=1)[N:8]([CH2:12][CH2:13][NH:25][CH:22]([CH3:24])[CH3:23])[CH2:7][CH2:6][CH2:5]2. Given the reactants [Br:1][C:2]1[CH:3]=[C:4]2[C:9](=[CH:10][CH:11]=1)[N:8]([C:12](=O)[CH2:13]Cl)[CH2:7][CH2:6][CH2:5]2.C(=O)([O-])[O-].[K+].[K+].[CH:22]([NH2:25])([CH3:24])[CH3:23], predict the reaction product. (6) Given the reactants [CH2:1]([N:8]1[C:17](=[O:18])[C:16]2[C:11](=[N:12][CH:13]=[CH:14][N:15]=2)[N:10]=[C:9]1[CH:19](Br)[CH:20]([CH3:22])[CH3:21])[C:2]1[CH:7]=[CH:6][CH:5]=[CH:4][CH:3]=1.[N-:24]=[N+:25]=[N-:26].[Na+], predict the reaction product. The product is: [N:24]([CH:19]([C:9]1[N:8]([CH2:1][C:2]2[CH:7]=[CH:6][CH:5]=[CH:4][CH:3]=2)[C:17](=[O:18])[C:16]2[C:11](=[N:12][CH:13]=[CH:14][N:15]=2)[N:10]=1)[CH:20]([CH3:22])[CH3:21])=[N+:25]=[N-:26].